This data is from Full USPTO retrosynthesis dataset with 1.9M reactions from patents (1976-2016). The task is: Predict the reactants needed to synthesize the given product. (1) Given the product [I:13][C:7]1[C:8]([CH3:12])=[CH:9][CH:10]=[C:11]2[C:6]=1[CH:5]=[CH:4][N:3]=[C:2]2[NH:19][C:18]1[CH:20]=[CH:21][CH:22]=[C:16]([C:15]([F:14])([F:23])[F:24])[CH:17]=1, predict the reactants needed to synthesize it. The reactants are: Cl[C:2]1[C:11]2[C:6](=[C:7]([I:13])[C:8]([CH3:12])=[CH:9][CH:10]=2)[CH:5]=[CH:4][N:3]=1.[F:14][C:15]([F:24])([F:23])[C:16]1[CH:17]=[C:18]([CH:20]=[CH:21][CH:22]=1)[NH2:19]. (2) Given the product [CH2:1]([O:8][C:9]1[N:14]=[CH:13][N:12]([CH2:17][CH2:18][C:19]2[CH:24]=[CH:23][C:22]([CH2:25][OH:26])=[CH:21][CH:20]=2)[C:11](=[O:15])[CH:10]=1)[C:2]1[CH:7]=[CH:6][CH:5]=[CH:4][CH:3]=1, predict the reactants needed to synthesize it. The reactants are: [CH2:1]([O:8][C:9]1[N:14]=[CH:13][NH:12][C:11](=[O:15])[CH:10]=1)[C:2]1[CH:7]=[CH:6][CH:5]=[CH:4][CH:3]=1.Cl[CH2:17][CH2:18][C:19]1[CH:24]=[CH:23][C:22]([CH2:25][OH:26])=[CH:21][CH:20]=1.C(=O)([O-])[O-].[K+].[K+].